From a dataset of Catalyst prediction with 721,799 reactions and 888 catalyst types from USPTO. Predict which catalyst facilitates the given reaction. (1) Reactant: C([O:3][C:4]([C:6]1[CH:10]=[C:9]([C:11]2[CH:16]=[CH:15][CH:14]=[CH:13][CH:12]=2)[O:8][N:7]=1)=[O:5])C.[OH-].[K+]. Product: [C:11]1([C:9]2[O:8][N:7]=[C:6]([C:4]([OH:5])=[O:3])[CH:10]=2)[CH:12]=[CH:13][CH:14]=[CH:15][CH:16]=1. The catalyst class is: 5. (2) Reactant: C([O:3][C:4](=[O:16])[CH2:5][C:6]1[CH:7]=[C:8]2[C:13](=[CH:14][CH:15]=1)[N:12]=[CH:11][CH:10]=[N:9]2)C.[OH-].[Li+]. Product: [N:12]1[C:13]2[C:8](=[CH:7][C:6]([CH2:5][C:4]([OH:16])=[O:3])=[CH:15][CH:14]=2)[N:9]=[CH:10][CH:11]=1. The catalyst class is: 5. (3) Reactant: [CH2:1]([O:3][C:4]([C:6]1[C:7]([CH3:23])=[C:8]([C:16]([O:18][C:19]([CH3:22])([CH3:21])[CH3:20])=[O:17])[NH:9][C:10]=1[CH:11]([CH:13]1[CH2:15][CH2:14]1)O)=[O:5])[CH3:2].[BrH:24]. Product: [CH2:1]([O:3][C:4]([C:6]1[C:7]([CH3:23])=[C:8]([C:16]([O:18][C:19]([CH3:22])([CH3:21])[CH3:20])=[O:17])[NH:9][C:10]=1[CH:11]=[CH:13][CH2:14][CH2:15][Br:24])=[O:5])[CH3:2]. The catalyst class is: 8. (4) Reactant: [Cl:1][C:2]1[CH:7]=[CH:6][CH:5]=[C:4]([Cl:8])[C:3]=1[NH:9][C:10]([NH:12][C:13]1[S:14][C:15]([C:21]2[CH:26]=[CH:25][C:24]([F:27])=[CH:23][CH:22]=2)=[CH:16][C:17]=1[C:18](O)=[O:19])=[O:11].CN(C(ON1N=NC2C=CC=NC1=2)=[N+](C)C)C.F[P-](F)(F)(F)(F)F.CCN(C(C)C)C(C)C.Cl.[NH2:62][C@@H:63]([CH:68]1[CH2:73][CH2:72][CH2:71][CH2:70][CH2:69]1)[C:64]([O:66][CH3:67])=[O:65]. The catalyst class is: 3. Product: [CH:68]1([C@H:63]([NH:62][C:18]([C:17]2[CH:16]=[C:15]([C:21]3[CH:22]=[CH:23][C:24]([F:27])=[CH:25][CH:26]=3)[S:14][C:13]=2[NH:12][C:10]([NH:9][C:3]2[C:2]([Cl:1])=[CH:7][CH:6]=[CH:5][C:4]=2[Cl:8])=[O:11])=[O:19])[C:64]([O:66][CH3:67])=[O:65])[CH2:73][CH2:72][CH2:71][CH2:70][CH2:69]1.